From a dataset of Reaction yield outcomes from USPTO patents with 853,638 reactions. Predict the reaction yield, written as a fraction of the theoretical maximum amount of product (1.0 means a 100% yield; for example, 0.34 means a 34% yield). The reactants are [Br:1][C:2]1[CH:3]=[C:4]([C:17]([OH:19])=O)[N:5]([CH2:7][C:8]([C:10]2[CH:15]=[CH:14][C:13]([Cl:16])=[CH:12][CH:11]=2)=O)[CH:6]=1.[CH2:20]([NH2:23])[CH2:21][NH2:22]. The catalyst is C(O)C. The product is [Br:1][C:2]1[CH:3]=[C:4]2[C:17](=[O:19])[N:22]3[CH2:21][CH2:20][NH:23][C:8]3([C:10]3[CH:11]=[CH:12][C:13]([Cl:16])=[CH:14][CH:15]=3)[CH2:7][N:5]2[CH:6]=1. The yield is 0.680.